Dataset: NCI-60 drug combinations with 297,098 pairs across 59 cell lines. Task: Regression. Given two drug SMILES strings and cell line genomic features, predict the synergy score measuring deviation from expected non-interaction effect. Drug 1: C1=CC(=C2C(=C1NCCNCCO)C(=O)C3=C(C=CC(=C3C2=O)O)O)NCCNCCO. Drug 2: CC1=CC2C(CCC3(C2CCC3(C(=O)C)OC(=O)C)C)C4(C1=CC(=O)CC4)C. Cell line: MALME-3M. Synergy scores: CSS=30.3, Synergy_ZIP=12.9, Synergy_Bliss=12.6, Synergy_Loewe=-20.4, Synergy_HSA=9.14.